Dataset: CYP2C19 inhibition data for predicting drug metabolism from PubChem BioAssay. Task: Regression/Classification. Given a drug SMILES string, predict its absorption, distribution, metabolism, or excretion properties. Task type varies by dataset: regression for continuous measurements (e.g., permeability, clearance, half-life) or binary classification for categorical outcomes (e.g., BBB penetration, CYP inhibition). Dataset: cyp2c19_veith. The molecule is CCCNC(=O)CC(NS(=O)(=O)c1ccc(Cl)cc1)c1ccco1. The result is 1 (inhibitor).